From a dataset of Forward reaction prediction with 1.9M reactions from USPTO patents (1976-2016). Predict the product of the given reaction. (1) The product is: [Cl:1][C:2]1[CH:7]=[C:6]([NH2:8])[CH:5]=[C:4]([Cl:11])[N:3]=1. Given the reactants [Cl:1][C:2]1[CH:7]=[C:6]([N+:8]([O-])=O)[CH:5]=[C:4]([Cl:11])[N:3]=1.O.Cl, predict the reaction product. (2) Given the reactants [Si]([O:8][CH:9]1[CH2:14][CH2:13][CH2:12][C:11]([CH3:20])([C:15]([O:17][CH2:18][CH3:19])=[O:16])[CH2:10]1)(C(C)(C)C)(C)C, predict the reaction product. The product is: [OH:8][CH:9]1[CH2:14][CH2:13][CH2:12][C:11]([CH3:20])([C:15]([O:17][CH2:18][CH3:19])=[O:16])[CH2:10]1. (3) Given the reactants CN(C)C=O.C(N(CC)CC)C.Cl.[S:14]1[C:22]2[CH:21]=[CH:20][N:19]=[CH:18][C:17]=2[CH:16]=[CH:15]1.[CH3:23][O:24][C:25](=[O:35])[CH:26]([C:28]1[CH:33]=[CH:32][CH:31]=[CH:30][C:29]=1[Cl:34])Br, predict the reaction product. The product is: [CH3:23][O:24][C:25]([C@@H:26]([N:19]1[CH2:18][C:17]2[CH:16]=[CH:15][S:14][C:22]=2[CH2:21][CH2:20]1)[C:28]1[CH:33]=[CH:32][CH:31]=[CH:30][C:29]=1[Cl:34])=[O:35]. (4) Given the reactants O[CH2:2][C:3]1[C:4](=O)[CH2:5][CH2:6][C:7]=1[CH3:8].[CH:10]1([Li])[C:18]2[C:13](=[CH:14][CH:15]=[CH:16][CH:17]=2)[CH:12]=[CH:11]1.O.[CH3:21]CCCCC, predict the reaction product. The product is: [CH:10]1([CH2:2][C:3]2[C:4]([CH3:21])=[CH:5][CH2:6][C:7]=2[CH3:8])[C:18]2[C:13](=[CH:14][CH:15]=[CH:16][CH:17]=2)[CH:12]=[CH:11]1. (5) Given the reactants N#N.[CH2:3]([O:5][C:6]([C:8]1[N:9]=[C:10]([CH:13]=CC2C=CC=CC=2)[O:11][CH:12]=1)=[O:7])[CH3:4].[OH2:21], predict the reaction product. The product is: [CH2:3]([O:5][C:6]([C:8]1[N:9]=[C:10]([CH:13]=[O:21])[O:11][CH:12]=1)=[O:7])[CH3:4]. (6) Given the reactants [C:1](Cl)(=[O:5])[CH2:2][CH2:3][CH3:4].[OH:7][C@H:8]([C@@H:30]([NH:38][C:39](=[O:49])[C@H:40]([CH:46]([CH3:48])[CH3:47])[NH:41][C:42]([O:44][CH3:45])=[O:43])[CH2:31][C:32]1[CH:37]=[CH:36][CH:35]=[CH:34][CH:33]=1)[CH2:9][N:10]([CH2:23][CH:24]1[CH2:29][CH2:28][CH2:27][CH2:26][CH2:25]1)[NH:11][C:12](=[O:22])[C@H:13]([CH:19]([CH3:21])[CH3:20])[NH:14][C:15]([O:17][CH3:18])=[O:16], predict the reaction product. The product is: [C:1]([O:7][C@H:8]([C@@H:30]([NH:38][C:39](=[O:49])[C@H:40]([CH:46]([CH3:48])[CH3:47])[NH:41][C:42]([O:44][CH3:45])=[O:43])[CH2:31][C:32]1[CH:33]=[CH:34][CH:35]=[CH:36][CH:37]=1)[CH2:9][N:10]([CH2:23][CH:24]1[CH2:29][CH2:28][CH2:27][CH2:26][CH2:25]1)[NH:11][C:12](=[O:22])[C@H:13]([CH:19]([CH3:20])[CH3:21])[NH:14][C:15]([O:17][CH3:18])=[O:16])(=[O:5])[CH2:2][CH2:3][CH3:4]. (7) Given the reactants CO.C([O:10][C:11]1[C:12]([CH3:29])=[C:13]([CH3:28])[C:14]([NH:18][C:19](=[O:27])[CH2:20][C:21]2[CH:26]=[CH:25][CH:24]=[CH:23][CH:22]=2)=[N:15][C:16]=1[CH3:17])C1C=CC=CC=1, predict the reaction product. The product is: [OH:10][C:11]1[C:12]([CH3:29])=[C:13]([CH3:28])[C:14]([NH:18][C:19](=[O:27])[CH2:20][C:21]2[CH:26]=[CH:25][CH:24]=[CH:23][CH:22]=2)=[N:15][C:16]=1[CH3:17]. (8) Given the reactants [CH3:1][C:2]([N:6]1[CH:10]=[C:9]([NH:11][C:12](=[O:29])[CH:13]([NH:17][C:18](=[O:28])[CH2:19][C:20]2[CH:25]=[C:24]([F:26])[CH:23]=[C:22]([F:27])[CH:21]=2)[CH2:14][CH2:15][CH3:16])[N:8]=[CH:7]1)([CH3:5])[CH:3]=O.[CH:30]([NH2:33])([CH3:32])[CH3:31], predict the reaction product. The product is: [CH:30]([NH:33][CH2:3][C:2]([N:6]1[CH:10]=[C:9]([NH:11][C:12](=[O:29])[CH:13]([NH:17][C:18](=[O:28])[CH2:19][C:20]2[CH:25]=[C:24]([F:26])[CH:23]=[C:22]([F:27])[CH:21]=2)[CH2:14][CH2:15][CH3:16])[N:8]=[CH:7]1)([CH3:5])[CH3:1])([CH3:32])[CH3:31].